From a dataset of Catalyst prediction with 721,799 reactions and 888 catalyst types from USPTO. Predict which catalyst facilitates the given reaction. (1) Reactant: C[O:2][C:3]([C:5]1[CH:6]=[CH:7][C:8]2[C@@:14]3([CH2:24][C:25]4[CH:30]=[CH:29][CH:28]=[CH:27][CH:26]=4)[CH2:15][CH2:16][C@@:17]([OH:23])([C:19]([F:22])([F:21])[F:20])[CH2:18][C@@H:13]3[CH2:12][CH2:11][CH2:10][C:9]=2[CH:31]=1)=O.C[O:33][C:34]([C:36]1[CH:37]=[CH:38][C:39]2[C@:45]3([CH2:55][C:56]4[CH:61]=[CH:60][CH:59]=[CH:58][CH:57]=4)[CH2:46][CH2:47][C@:48]([OH:54])([C:50]([F:53])([F:52])[F:51])[CH2:49][C@H:44]3[CH2:43][CH2:42][CH2:41][C:40]=2[CH:62]=1)=O.[NH2:63][C:64]1[C:65]([CH3:70])=[N:66][CH:67]=[CH:68][CH:69]=1.[Li+].C[Si]([N-][Si](C)(C)C)(C)C. Product: [CH3:70][C:65]1[C:64]([NH:63][C:3]([C:5]2[CH:6]=[CH:7][C:8]3[C@@:14]4([CH2:24][C:25]5[CH:26]=[CH:27][CH:28]=[CH:29][CH:30]=5)[CH2:15][CH2:16][C@@:17]([OH:23])([C:19]([F:21])([F:22])[F:20])[CH2:18][C@@H:13]4[CH2:12][CH2:11][CH2:10][C:9]=3[CH:31]=2)=[O:2])=[CH:69][CH:68]=[CH:67][N:66]=1.[CH3:70][C:65]1[C:64]([NH:63][C:34]([C:36]2[CH:37]=[CH:38][C:39]3[C@:45]4([CH2:55][C:56]5[CH:57]=[CH:58][CH:59]=[CH:60][CH:61]=5)[CH2:46][CH2:47][C@:48]([OH:54])([C:50]([F:52])([F:53])[F:51])[CH2:49][C@H:44]4[CH2:43][CH2:42][CH2:41][C:40]=3[CH:62]=2)=[O:33])=[CH:69][CH:68]=[CH:67][N:66]=1. The catalyst class is: 11. (2) Reactant: [C:1]([O:5][C:6]([CH2:8][CH:9]([NH:24][C:25](=[O:39])[CH:26]([N:28]1[CH:37]=[CH:36][C:35]2[C:30](=[CH:31][CH:32]=[CH:33][CH:34]=2)[C:29]1=[O:38])[CH3:27])[CH:10]([OH:23])[CH2:11][O:12][C:13](=[O:22])[C:14]1[C:19]([Cl:20])=[CH:18][CH:17]=[CH:16][C:15]=1[Cl:21])=[O:7])([CH3:4])([CH3:3])[CH3:2].CC(OI1(OC(C)=O)(OC(C)=O)OC(=O)C2C1=CC=CC=2)=O.C(=O)([O-])O.[Na+].S([O-])([O-])(=O)=S.[Na+].[Na+]. Product: [C:1]([O:5][C:6]([CH2:8][CH:9]([NH:24][C:25](=[O:39])[CH:26]([N:28]1[CH:37]=[CH:36][C:35]2[C:30](=[CH:31][CH:32]=[CH:33][CH:34]=2)[C:29]1=[O:38])[CH3:27])[C:10](=[O:23])[CH2:11][O:12][C:13](=[O:22])[C:14]1[C:19]([Cl:20])=[CH:18][CH:17]=[CH:16][C:15]=1[Cl:21])=[O:7])([CH3:2])([CH3:3])[CH3:4]. The catalyst class is: 2. (3) Reactant: C(O[C:4]([C:6]1[NH:7][C:8]2[C:13]([C:14]=1[CH2:15][N:16]([CH2:23][C:24]1[CH:29]=[C:28]([C:30]([F:33])([F:32])[F:31])[CH:27]=[C:26]([C:34]([F:37])([F:36])[F:35])[CH:25]=1)[C:17]1[N:18]=[N:19][N:20]([CH3:22])[N:21]=1)=[CH:12][CH:11]=[CH:10][CH:9]=2)=[O:5])C.[OH-].[Na+]. Product: [CH2:6]([N:7]([CH2:8][CH3:9])[C:4]([C:6]1[CH:14]([CH2:15][N:16]([CH2:23][C:24]2[CH:29]=[C:28]([C:30]([F:33])([F:32])[F:31])[CH:27]=[C:26]([C:34]([F:35])([F:37])[F:36])[CH:25]=2)[C:17]2[N:18]=[N:19][N:20]([CH3:22])[N:21]=2)[C:13]2[C:8](=[CH:9][CH:10]=[CH:11][CH:12]=2)[N:7]=1)=[O:5])[CH3:4]. The catalyst class is: 8. (4) Reactant: [F:1][C:2]1[CH:9]=[CH:8][C:7]([CH2:10][C:11]2[C:20]3[CH2:19][CH2:18][CH2:17][CH2:16][C:15]=3[C:14](=[O:21])[NH:13][N:12]=2)=[CH:6][C:3]=1[C:4]#N.[OH-:22].[Na+].S(=O)(=O)(O)[OH:25]. Product: [F:1][C:2]1[CH:9]=[CH:8][C:7]([CH2:10][C:11]2[C:20]3[CH2:19][CH2:18][CH2:17][CH2:16][C:15]=3[C:14](=[O:21])[NH:13][N:12]=2)=[CH:6][C:3]=1[C:4]([OH:25])=[O:22]. The catalyst class is: 6.